This data is from Full USPTO retrosynthesis dataset with 1.9M reactions from patents (1976-2016). The task is: Predict the reactants needed to synthesize the given product. (1) The reactants are: Br[C:2]1[CH:7]=[CH:6][CH:5]=[C:4]([CH3:8])[N:3]=1.C(=O)([O-])[O-].[Na+].[Na+].[C:15]([C:18]1[CH:23]=[CH:22][C:21](B(O)O)=[CH:20][CH:19]=1)([OH:17])=[O:16]. Given the product [CH3:8][C:4]1[N:3]=[C:2]([C:21]2[CH:22]=[CH:23][C:18]([C:15]([OH:17])=[O:16])=[CH:19][CH:20]=2)[CH:7]=[CH:6][CH:5]=1, predict the reactants needed to synthesize it. (2) Given the product [C:10]([O:9][C:8]([NH:7][CH2:6][C:5]1[CH:15]=[CH:16][C:2]([Cl:1])=[C:3]([NH:17][C:18]2[N:31]([CH3:32])[C:30]3[CH:29]=[CH:28][C:23]([C:24]([O:26][CH3:27])=[O:25])=[CH:22][C:21]=3[N:20]=2)[CH:4]=1)=[O:14])([CH3:13])([CH3:12])[CH3:11], predict the reactants needed to synthesize it. The reactants are: [Cl:1][C:2]1[CH:16]=[CH:15][C:5]([CH2:6][NH:7][C:8](=[O:14])[O:9][C:10]([CH3:13])([CH3:12])[CH3:11])=[CH:4][C:3]=1[N:17]=[C:18]=S.[NH2:20][C:21]1[CH:22]=[C:23]([CH:28]=[CH:29][C:30]=1[NH:31][CH3:32])[C:24]([O:26][CH3:27])=[O:25]. (3) Given the product [Cl:8][C:4]1[CH:5]=[CH:6][CH:7]=[C:2]([Cl:1])[C:3]=1[NH:9][C:10]1[N:14]2[CH:15]=[CH:16][CH:17]=[N:18][C:13]2=[N:12][C:11]=1[C:19]1[C:35]([O:36][CH3:37])=[CH:34][C:33]([O:38][CH3:39])=[CH:32][C:20]=1[C:21]([NH:23][NH2:24])=[O:22], predict the reactants needed to synthesize it. The reactants are: [Cl:1][C:2]1[CH:7]=[CH:6][CH:5]=[C:4]([Cl:8])[C:3]=1[NH:9][C:10]1[N:14]2[CH:15]=[CH:16][CH:17]=[N:18][C:13]2=[N:12][C:11]=1[C:19]1[C:35]([O:36][CH3:37])=[CH:34][C:33]([O:38][CH3:39])=[CH:32][C:20]=1[C:21]([NH:23][NH:24]C(OC(C)(C)C)=O)=[O:22]. (4) Given the product [F:54][C:53]([F:56])([F:55])[C:51]([OH:57])=[O:52].[NH2:34][C@H:32]1[CH2:33][C@@H:29]([N:23]2[CH:22]=[N:21][C:20]3[C:24]2=[N:25][C:26]([Cl:28])=[N:27][C:19]=3[NH2:18])[C@H:30]([OH:50])[C@@H:31]1[OH:49], predict the reactants needed to synthesize it. The reactants are: COC1C=CC(C([NH:18][C:19]2[N:27]=[C:26]([Cl:28])[N:25]=[C:24]3[C:20]=2[N:21]=[CH:22][N:23]3[C@@H:29]2[CH2:33][C@H:32]([N:34](C(OC(C)(C)C)=O)C(OC(C)(C)C)=O)[C@@H:31]([OH:49])[C@H:30]2[OH:50])C2C=CC(OC)=CC=2)=CC=1.[C:51]([OH:57])([C:53]([F:56])([F:55])[F:54])=[O:52]. (5) Given the product [N:1]1([C:6]2[CH:7]=[CH:8][C:9]([C:12]3[C:13]4=[N:18][S:24](=[O:26])(=[O:25])[CH2:23][CH2:22][N:14]4[CH:15]=[CH:16][CH:17]=3)=[CH:10][CH:11]=2)[CH2:5][CH2:4][CH2:3][CH2:2]1, predict the reactants needed to synthesize it. The reactants are: [N:1]1([C:6]2[CH:11]=[CH:10][C:9]([C:12]3[C:13]([NH2:18])=[N:14][CH:15]=[CH:16][CH:17]=3)=[CH:8][CH:7]=2)[CH2:5][CH2:4][CH2:3][CH2:2]1.[H-].[Na+].Cl[CH2:22][CH2:23][S:24](Cl)(=[O:26])=[O:25].O. (6) Given the product [Cl:17][C:16]1[C:2]([Cl:1])=[CH:3][C:4]2[NH:8][C:7]([C:9]([OH:14])([CH:20]([C:21]3[CH:26]=[CH:25][CH:24]=[CH:23][CH:22]=3)[CH:19]=[CH2:18])[C:10]([F:13])([F:11])[F:12])=[N:6][C:5]=2[CH:15]=1, predict the reactants needed to synthesize it. The reactants are: [Cl:1][C:2]1[C:16]([Cl:17])=[CH:15][C:5]2[NH:6][C:7]([C:9](=[O:14])[C:10]([F:13])([F:12])[F:11])=[N:8][C:4]=2[CH:3]=1.[CH2:18](Br)[CH:19]=[CH:20][C:21]1[CH:26]=[CH:25][CH:24]=[CH:23][CH:22]=1.[In].Cl. (7) Given the product [CH2:11]([O:18][NH:19][C:20]([C:22]1[C:27]([O:28][CH2:29][C:30]2[CH:35]=[CH:34][CH:33]=[CH:32][CH:31]=2)=[C:26]([CH2:36][OH:37])[C:25]([C:38]([NH:6][CH2:5][C:4]2[CH:7]=[CH:8][C:9]([Cl:10])=[C:2]([Cl:1])[CH:3]=2)=[O:39])=[CH:24][N:23]=1)=[O:21])[C:12]1[CH:17]=[CH:16][CH:15]=[CH:14][CH:13]=1, predict the reactants needed to synthesize it. The reactants are: [Cl:1][C:2]1[CH:3]=[C:4]([CH:7]=[CH:8][C:9]=1[Cl:10])[CH2:5][NH2:6].[CH2:11]([O:18][NH:19][C:20]([C:22]1[C:27]([O:28][CH2:29][C:30]2[CH:35]=[CH:34][CH:33]=[CH:32][CH:31]=2)=[C:26]([CH2:36][OH:37])[C:25]([C:38](NCC2C=CC(F)=CC=2)=[O:39])=[CH:24][N:23]=1)=[O:21])[C:12]1[CH:17]=[CH:16][CH:15]=[CH:14][CH:13]=1.